From a dataset of Forward reaction prediction with 1.9M reactions from USPTO patents (1976-2016). Predict the product of the given reaction. (1) The product is: [Cl:1][C:2]1[CH:9]=[CH:8][C:7]([N+:10]([O-:12])=[O:11])=[CH:6][C:3]=1[CH2:4][NH:17][CH2:16][C:15]([CH3:18])=[CH2:14]. Given the reactants [Cl:1][C:2]1[CH:9]=[CH:8][C:7]([N+:10]([O-:12])=[O:11])=[CH:6][C:3]=1[CH:4]=O.C[CH:14]=[CH:15][CH2:16][NH2:17].[CH3:18]C(O)=O.[BH-](OC(C)=O)(OC(C)=O)OC(C)=O.[Na+], predict the reaction product. (2) Given the reactants [OH:1][C:2]1[N:7]=[CH:6][C:5]([NH:8][C:9](=[O:16])[C:10]2[CH:15]=[CH:14][CH:13]=[CH:12][CH:11]=2)=[CH:4][CH:3]=1.[CH3:17][N:18]([C:22]1[CH:27]=[CH:26][CH:25]=[CH:24][CH:23]=1)[C:19](Cl)=[O:20].N12CCN(CC1)CC2.O, predict the reaction product. The product is: [C:9]([NH:8][C:5]1[CH:4]=[CH:3][C:2]([O:1][C:19](=[O:20])[N:18]([CH3:17])[C:22]2[CH:27]=[CH:26][CH:25]=[CH:24][CH:23]=2)=[N:7][CH:6]=1)(=[O:16])[C:10]1[CH:15]=[CH:14][CH:13]=[CH:12][CH:11]=1. (3) The product is: [Br:21][C:22]1[CH:23]=[CH:24][C:25]2[N:26]([C:28]([C:31]([NH:33][C:34]3[CH:39]=[C:38]([C:40]4[N:41]=[C:18]([CH2:17][OH:16])[O:20][N:43]=4)[CH:37]=[CH:36][C:35]=3[CH3:44])=[O:32])=[CH:29][N:30]=2)[CH:27]=1. Given the reactants C(C1NC=CN=1)(C1NC=CN=1)=O.C([O:16][CH2:17][C:18]([OH:20])=O)(=O)C.[Br:21][C:22]1[CH:23]=[CH:24][C:25]2[N:26]([C:28]([C:31]([NH:33][C:34]3[CH:39]=[C:38]([C:40](=[NH:43])[NH:41]O)[CH:37]=[CH:36][C:35]=3[CH3:44])=[O:32])=[CH:29][N:30]=2)[CH:27]=1.O.[OH-].[Li+], predict the reaction product. (4) Given the reactants [C:1]([O:5][C:6](=[O:22])[NH:7][C:8]1[CH:13]=[C:12]([N:14]([CH3:16])[CH3:15])[C:11]([C:17]([F:20])([F:19])[F:18])=[CH:10][C:9]=1[NH2:21])([CH3:4])([CH3:3])[CH3:2].C([O:27][C:28](=O)[CH2:29][C:30](=[O:43])[C:31]1[CH:36]=[CH:35][CH:34]=[C:33]([C:37]2[CH:42]=[CH:41][CH:40]=[CH:39][N:38]=2)[CH:32]=1)(C)(C)C, predict the reaction product. The product is: [C:1]([O:5][C:6](=[O:22])[NH:7][C:8]1[CH:13]=[C:12]([N:14]([CH3:16])[CH3:15])[C:11]([C:17]([F:20])([F:19])[F:18])=[CH:10][C:9]=1[NH:21][C:28](=[O:27])[CH2:29][C:30](=[O:43])[C:31]1[CH:36]=[CH:35][CH:34]=[C:33]([C:37]2[CH:42]=[CH:41][CH:40]=[CH:39][N:38]=2)[CH:32]=1)([CH3:4])([CH3:2])[CH3:3]. (5) The product is: [Cl:16][C:17]1[CH:22]=[CH:21][C:20]([CH2:23][C:24](=[O:26])[CH3:25])=[CH:19][C:18]=1[S:27]([NH:1][C:2]1[CH:9]=[CH:8][CH:7]=[C:4]([C:5]#[N:6])[CH:3]=1)(=[O:28])=[O:29]. Given the reactants [NH2:1][C:2]1[CH:3]=[C:4]([CH:7]=[CH:8][CH:9]=1)[C:5]#[N:6].N1C=CC=CC=1.[Cl:16][C:17]1[CH:22]=[CH:21][C:20]([CH2:23][C:24](=[O:26])[CH3:25])=[CH:19][C:18]=1[S:27](Cl)(=[O:29])=[O:28], predict the reaction product.